From a dataset of Full USPTO retrosynthesis dataset with 1.9M reactions from patents (1976-2016). Predict the reactants needed to synthesize the given product. Given the product [F:1][C:2]([F:16])([F:17])[CH2:3][CH:4]([CH2:11][C:12]([F:13])([F:14])[F:15])[CH:5]=[O:6], predict the reactants needed to synthesize it. The reactants are: [F:1][C:2]([F:17])([F:16])[CH2:3][CH:4]([CH2:11][C:12]([F:15])([F:14])[F:13])[C:5](N(OC)C)=[O:6].[H-].C([Al+]CC(C)C)C(C)C.Cl.